The task is: Predict the product of the given reaction.. This data is from Forward reaction prediction with 1.9M reactions from USPTO patents (1976-2016). (1) The product is: [F:9][C:6]1[CH:7]=[CH:8][C:3]([CH2:2][C:17]#[N:18])=[CH:4][C:5]=1[O:10][C:11]1[CH:16]=[CH:15][CH:14]=[CH:13][CH:12]=1. Given the reactants Br[CH2:2][C:3]1[CH:8]=[CH:7][C:6]([F:9])=[C:5]([O:10][C:11]2[CH:16]=[CH:15][CH:14]=[CH:13][CH:12]=2)[CH:4]=1.[C-:17]#[N:18].[Na+], predict the reaction product. (2) The product is: [O:57]=[C:51]1[C:52]([CH2:9][CH2:10][CH2:11][O:12][CH2:13][CH2:14][O:15][CH2:16][CH2:17][O:18][CH2:19][CH2:20][O:21][CH2:22][CH2:23][O:24][CH2:25][CH2:26][O:27][CH2:28][CH2:29][O:30][CH2:31][CH2:32][O:33][CH2:34][CH2:35][O:36][CH2:37][CH2:38][O:39][CH2:40][CH2:41][O:42][CH2:43][CH2:44][O:45][CH2:46][C:47]([OH:49])=[O:48])=[CH:53][C:54](=[O:56])[NH:55]1.[Br:7][CH:6]1[CH:2]([Br:1])[C:3](=[O:50])[N:4]([CH2:9][CH2:10][CH2:11][O:12][CH2:13][CH2:14][O:15][CH2:16][CH2:17][O:18][CH2:19][CH2:20][O:21][CH2:22][CH2:23][O:24][CH2:25][CH2:26][O:27][CH2:28][CH2:29][O:30][CH2:31][CH2:32][O:33][CH2:34][CH2:35][O:36][CH2:37][CH2:38][O:39][CH2:40][CH2:41][O:42][CH2:43][CH2:44][O:45][CH2:46][C:47]([OH:49])=[O:48])[C:5]1=[O:8]. Given the reactants [Br:1][C:2]1[C:3](=[O:50])[N:4]([CH2:9][CH2:10][CH2:11][O:12][CH2:13][CH2:14][O:15][CH2:16][CH2:17][O:18][CH2:19][CH2:20][O:21][CH2:22][CH2:23][O:24][CH2:25][CH2:26][O:27][CH2:28][CH2:29][O:30][CH2:31][CH2:32][O:33][CH2:34][CH2:35][O:36][CH2:37][CH2:38][O:39][CH2:40][CH2:41][O:42][CH2:43][CH2:44][O:45][CH2:46][C:47]([OH:49])=[O:48])[C:5](=[O:8])[C:6]=1[Br:7].[C:51]1(=[O:57])[NH:55][C:54](=[O:56])[CH:53]=[CH:52]1.BrC1C(NC(=O)C=1Br)=O.BrBr, predict the reaction product. (3) Given the reactants [Br:1][C:2]1[CH:3]=[C:4]([O:22][C:23]2[CH:28]=[CH:27][CH:26]=[CH:25][CH:24]=2)[C:5]([NH:8][C:9]2[S:10][CH:11]=[C:12]([CH2:14][C:15]([O:20][CH3:21])([CH3:19])[C:16](O)=[O:17])[N:13]=2)=[N:6][CH:7]=1.C[N:30]1[CH2:35][CH2:34]O[CH2:32][CH2:31]1.ON1C2C=CC=CC=2N=N1.CCN=C=NCCCN(C)C.N1CCCC1, predict the reaction product. The product is: [Br:1][C:2]1[CH:3]=[C:4]([O:22][C:23]2[CH:28]=[CH:27][CH:26]=[CH:25][CH:24]=2)[C:5]([NH:8][C:9]2[S:10][CH:11]=[C:12]([CH2:14][C:15]([O:20][CH3:21])([CH3:19])[C:16]([N:30]3[CH2:35][CH2:34][CH2:32][CH2:31]3)=[O:17])[N:13]=2)=[N:6][CH:7]=1. (4) Given the reactants [CH:1]1[C:14]2[C:5](=[CH:6][C:7]3[C:12]([C:13]=2[CH2:15][CH2:16][OH:17])=[CH:11][CH:10]=[CH:9][CH:8]=3)[CH:4]=[CH:3][CH:2]=1.N1([C:23]([O:25][CH2:26][CH2:27][N:28]([CH2:36][CH:37]=[CH2:38])[C:29]([O:31][C:32]([CH3:35])([CH3:34])[CH3:33])=[O:30])=[O:24])C=CN=C1.[OH-:39].[K+], predict the reaction product. The product is: [CH2:36]([N:28]([CH2:27][CH2:26][O:25][C:23]([O:17][CH2:16][CH2:15][C:13]1[C:12]2[C:7]([CH:6]=[C:5]3[C:14]=1[CH:1]=[CH:2][CH:3]=[CH:4]3)=[CH:8][CH:9]=[CH:10][CH:11]=2)=[O:24])[C:29](=[O:30])[O:31][C:32]([CH3:34])([CH3:35])[CH3:33])[CH:37]=[CH2:38].[C:23](=[O:24])([OH:25])[OH:39]. (5) Given the reactants CC(OI1(OC(C)=O)(OC(C)=O)OC(=O)C2C=CC=CC1=2)=O.[F:23][C:24]1[CH:29]=[CH:28][C:27]([S:30]([C@@:33]2([C:50]3[CH:55]=[CH:54][C:53]([C:56]([F:65])([C:61]([F:64])([F:63])[F:62])[C:57]([F:60])([F:59])[F:58])=[CH:52][CH:51]=3)[CH2:37][CH2:36][N:35]([C:38]([C:40]3([O:48][CH3:49])[CH2:45][CH2:44][CH:43]([CH2:46][OH:47])[CH2:42][CH2:41]3)=[O:39])[CH2:34]2)(=[O:32])=[O:31])=[CH:26][CH:25]=1, predict the reaction product. The product is: [F:23][C:24]1[CH:25]=[CH:26][C:27]([S:30]([C@@:33]2([C:50]3[CH:55]=[CH:54][C:53]([C:56]([F:65])([C:61]([F:62])([F:63])[F:64])[C:57]([F:58])([F:59])[F:60])=[CH:52][CH:51]=3)[CH2:37][CH2:36][N:35]([C:38]([C:40]3([O:48][CH3:49])[CH2:41][CH2:42][CH:43]([CH:46]=[O:47])[CH2:44][CH2:45]3)=[O:39])[CH2:34]2)(=[O:31])=[O:32])=[CH:28][CH:29]=1. (6) Given the reactants Cl[C:2]1[CH:9]=[CH:8][C:5]([C:6]#[N:7])=[CH:4][CH:3]=1.[CH2:10]([NH2:16])[CH2:11][CH2:12][CH2:13][CH2:14][CH3:15].CC(C)([O-])C.[Na+], predict the reaction product. The product is: [CH2:10]([NH:16][C:2]1[CH:9]=[CH:8][C:5]([C:6]#[N:7])=[CH:4][CH:3]=1)[CH2:11][CH2:12][CH2:13][CH2:14][CH3:15]. (7) The product is: [Cl:27][Si:28]([CH:14]1[C:15]2=[CH:24][CH:23]=[C:22]3[C:17]([CH:18]=[CH:19][CH:20]=[CH:21]3)=[C:16]2[CH:25]=[C:13]1[CH3:12])([CH3:30])[CH3:29]. Given the reactants [Li]CCCC.CCCCCC.[CH3:12][C:13]1[CH2:14][C:15]2[C:16]([CH:25]=1)=[C:17]1[C:22](=[CH:23][CH:24]=2)[CH:21]=[CH:20][CH:19]=[CH:18]1.[Li].[Cl:27][Si:28](Cl)([CH3:30])[CH3:29], predict the reaction product. (8) Given the reactants C(N)C1C=CC=CC=1.[F:9][C:10]1[CH:11]=[C:12]([CH:15]=[CH:16][C:17]=1[F:18])[CH2:13][NH2:14].[O:19]=[C:20]1[N:24]([CH2:25][C:26]2[CH:27]=[N:28][CH:29]=[CH:30][CH:31]=2)[CH2:23][CH2:22][N:21]1[C:32]1[CH:33]=[C:34]([CH:39]=[CH:40][N:41]=1)[C:35](OC)=[O:36], predict the reaction product. The product is: [F:9][C:10]1[CH:11]=[C:12]([CH:15]=[CH:16][C:17]=1[F:18])[CH2:13][NH:14][C:35](=[O:36])[C:34]1[CH:39]=[CH:40][N:41]=[C:32]([N:21]2[CH2:22][CH2:23][N:24]([CH2:25][C:26]3[CH:27]=[N:28][CH:29]=[CH:30][CH:31]=3)[C:20]2=[O:19])[CH:33]=1. (9) The product is: [OH:21][C:22]1[CH:23]=[C:24](/[CH:25]=[CH:13]/[C:12](=[O:14])[CH2:11][C:10](=[O:15])/[CH:9]=[CH:8]/[C:5]2[CH:4]=[CH:3][C:2]([OH:1])=[CH:7][CH:6]=2)[CH:27]=[CH:28][C:29]=1[O:30][CH3:31]. Given the reactants [OH:1][C:2]1[CH:7]=[CH:6][C:5]([CH:8]=[CH:9][C:10](=[O:15])[CH2:11][C:12](=[O:14])[CH3:13])=[CH:4][CH:3]=1.B(OB=O)=O.[OH:21][C:22]1[CH:23]=[C:24]([CH:27]=[CH:28][C:29]=1[O:30][CH3:31])[CH:25]=O.B(OCCCC)(OCCCC)OCCCC.C(N)CCC.Cl.C([O-])(O)=O.[Na+], predict the reaction product. (10) Given the reactants C(OC([N:8]1[CH2:13][CH2:12][CH:11]([CH2:14][N:15]2[CH2:25][C:24]3[N:26]4[C:17](=[CH:18][N:19]=[C:20]4[CH:21]=[CH:22][CH:23]=3)[C:16]2=[O:27])[CH2:10][CH2:9]1)=O)(C)(C)C.[ClH:28], predict the reaction product. The product is: [ClH:28].[ClH:28].[NH:8]1[CH2:13][CH2:12][CH:11]([CH2:14][N:15]2[CH2:25][C:24]3[N:26]4[C:17](=[CH:18][N:19]=[C:20]4[CH:21]=[CH:22][CH:23]=3)[C:16]2=[O:27])[CH2:10][CH2:9]1.